From a dataset of NCI-60 drug combinations with 297,098 pairs across 59 cell lines. Regression. Given two drug SMILES strings and cell line genomic features, predict the synergy score measuring deviation from expected non-interaction effect. (1) Drug 1: C1=C(C(=O)NC(=O)N1)F. Drug 2: C1=NC(=NC(=O)N1C2C(C(C(O2)CO)O)O)N. Cell line: DU-145. Synergy scores: CSS=37.2, Synergy_ZIP=-1.13, Synergy_Bliss=-2.61, Synergy_Loewe=-1.05, Synergy_HSA=-0.664. (2) Drug 1: CC1=C(C=C(C=C1)NC(=O)C2=CC=C(C=C2)CN3CCN(CC3)C)NC4=NC=CC(=N4)C5=CN=CC=C5. Drug 2: C1CCC(C(C1)N)N.C(=O)(C(=O)[O-])[O-].[Pt+4]. Cell line: COLO 205. Synergy scores: CSS=27.9, Synergy_ZIP=1.45, Synergy_Bliss=-0.218, Synergy_Loewe=-14.4, Synergy_HSA=0.220. (3) Drug 1: C1=CN(C=N1)CC(O)(P(=O)(O)O)P(=O)(O)O. Drug 2: C1CN1C2=NC(=NC(=N2)N3CC3)N4CC4. Cell line: HOP-92. Synergy scores: CSS=28.0, Synergy_ZIP=-2.78, Synergy_Bliss=-3.39, Synergy_Loewe=-6.36, Synergy_HSA=-3.25. (4) Drug 1: C1=C(C(=O)NC(=O)N1)F. Drug 2: CN(CC1=CN=C2C(=N1)C(=NC(=N2)N)N)C3=CC=C(C=C3)C(=O)NC(CCC(=O)O)C(=O)O. Cell line: HT29. Synergy scores: CSS=60.1, Synergy_ZIP=-6.31, Synergy_Bliss=-7.41, Synergy_Loewe=0.477, Synergy_HSA=1.30.